Dataset: Full USPTO retrosynthesis dataset with 1.9M reactions from patents (1976-2016). Task: Predict the reactants needed to synthesize the given product. (1) Given the product [F:1][C:2]1[C:3]([CH:20]([NH:22][C:23]([C:25]2([NH2:28])[CH2:27][CH2:26]2)=[O:24])[CH3:21])=[N:4][CH:5]=[C:6]([NH:8][C:9]2[C:14]([C:15]([F:17])([F:16])[F:18])=[CH:13][CH:12]=[CH:11][C:10]=2[F:19])[CH:7]=1, predict the reactants needed to synthesize it. The reactants are: [F:1][C:2]1[C:3]([CH:20]([NH:22][C:23]([C:25]2([NH:28]C(=O)OC(C)(C)C)[CH2:27][CH2:26]2)=[O:24])[CH3:21])=[N:4][CH:5]=[C:6]([NH:8][C:9]2[C:14]([C:15]([F:18])([F:17])[F:16])=[CH:13][CH:12]=[CH:11][C:10]=2[F:19])[CH:7]=1.Cl. (2) Given the product [ClH:1].[C:2]1([NH:8][CH:9]([C:13]2[S:14][CH:15]=[CH:16][CH:17]=2)[C:10]([O:12][C@@H:45]2[CH:46]3[CH2:49][CH2:50][N:43]([CH2:48][CH2:47]3)[CH2:44]2)=[O:11])[CH:3]=[CH:4][CH:5]=[CH:6][CH:7]=1, predict the reactants needed to synthesize it. The reactants are: [ClH:1].[C:2]1([NH:8][CH:9]([C:13]2[S:14][CH:15]=[CH:16][CH:17]=2)[C:10]([OH:12])=[O:11])[CH:7]=[CH:6][CH:5]=[CH:4][CH:3]=1.C1CCC(N=C=NC2CCCCC2)CC1.C1C=CC2N(O)N=NC=2C=1.[N:43]12[CH2:50][CH2:49][CH:46]([CH2:47][CH2:48]1)[C@@H:45](O)[CH2:44]2. (3) Given the product [NH:47]1[C:19]([C:17]2[CH:18]=[C:13]3[C:12]([C:21]4[CH:22]=[C:23]([CH:44]=[CH:45][CH:46]=4)[CH2:24][NH:25][C:26]([C:28]4[C:29](=[O:43])[N:30]([CH2:34][C:35]5[CH:40]=[CH:39][C:38]([F:41])=[C:37]([F:42])[CH:36]=5)[CH:31]=[CH:32][CH:33]=4)=[O:27])=[CH:11][NH:10][C:14]3=[N:15][CH:16]=2)=[N:20][N:49]=[N:48]1, predict the reactants needed to synthesize it. The reactants are: C1(S([N:10]2[C:14]3=[N:15][CH:16]=[C:17]([C:19]#[N:20])[CH:18]=[C:13]3[C:12]([C:21]3[CH:22]=[C:23]([CH:44]=[CH:45][CH:46]=3)[CH2:24][NH:25][C:26]([C:28]3[C:29](=[O:43])[N:30]([CH2:34][C:35]4[CH:40]=[CH:39][C:38]([F:41])=[C:37]([F:42])[CH:36]=4)[CH:31]=[CH:32][CH:33]=3)=[O:27])=[CH:11]2)(=O)=O)C=CC=CC=1.[N-:47]=[N+:48]=[N-:49].[Na+].[Cl-].[NH4+]. (4) Given the product [Cl-:18].[CH:20]1([CH2:12][O:15][N:24]=[C:7]2[CH2:6][CH:5]3[NH2+:4][CH:3]([CH2:9][CH2:10]3)[CH2:8]2)[CH2:21][CH2:19]1, predict the reactants needed to synthesize it. The reactants are: O1[C:6]2[CH:7]=[CH:8][CH:9]=[CH:10][C:5]=2[NH:4][C:3](=O)C1.[C:12]([O-:15])([O-])=O.[Cs+].[Cs+].[Cl:18][CH2:19][CH2:20][CH2:21]I.C[N:24](C=O)C.